Dataset: Reaction yield outcomes from USPTO patents with 853,638 reactions. Task: Predict the reaction yield, written as a fraction of the theoretical maximum amount of product (1.0 means a 100% yield; for example, 0.34 means a 34% yield). (1) The reactants are [F:1][C:2]([F:14])([F:13])[C:3]1[S:4][CH:5]=[C:6]([C:8](OCC)=[O:9])[N:7]=1.[H-].[H-].[H-].[H-].[Li+].[Al+3]. The catalyst is C1COCC1. The product is [F:14][C:2]([F:1])([F:13])[C:3]1[S:4][CH:5]=[C:6]([CH2:8][OH:9])[N:7]=1. The yield is 0.560. (2) The reactants are [CH:1]([O:4][C:5]1[CH:6]=[C:7]2[C:12](=[CH:13][CH:14]=1)[CH:11]=[N:10][C:9]([C:15]([OH:17])=O)=[CH:8]2)([CH3:3])[CH3:2].CN(C(ON1N=NC2C=CC=CC1=2)=[N+](C)C)C.F[P-](F)(F)(F)(F)F.CCN(C(C)C)C(C)C.[NH:51]1[CH:55]=[CH:54][N:53]=[C:52]1[NH:56][C:57]([C:59]1[C:67]2[NH:66][C:65]([NH2:68])=[N:64][C:63]=2[CH:62]=[CH:61][CH:60]=1)=[O:58]. The catalyst is O.C(Cl)Cl.CN(C=O)C. The product is [NH:53]1[CH:54]=[CH:55][N:51]=[C:52]1[NH:56][C:57]([C:59]1[C:67]2[N:66]=[C:65]([NH:68][C:15]([C:9]3[N:10]=[CH:11][C:12]4[C:7]([CH:8]=3)=[CH:6][C:5]([O:4][CH:1]([CH3:2])[CH3:3])=[CH:14][CH:13]=4)=[O:17])[NH:64][C:63]=2[CH:62]=[CH:61][CH:60]=1)=[O:58]. The yield is 0.0900. (3) The reactants are C[Si]([C:5]#[N:6])(C)C.[NH2:7][C:8]1[CH:13]=[CH:12][C:11]([CH3:14])=[CH:10][CH:9]=1.[Cl:15][CH2:16][C:17]([CH2:19][Cl:20])=O. The catalyst is C(OCC)(=O)C. The product is [Cl:15][CH2:16][C:17]([CH2:19][Cl:20])([NH:7][C:8]1[CH:13]=[CH:12][C:11]([CH3:14])=[CH:10][CH:9]=1)[C:5]#[N:6]. The yield is 0.790. (4) The reactants are C([O:4][CH2:5][C:6]1[C:11]([C:12]2[CH:17]=[CH:16][N:15]=[C:14]([NH2:18])[C:13]=2[NH2:19])=[CH:10][CH:9]=[CH:8][C:7]=1[N:20]1[C:26](=[O:27])[C:25]2[C:28]([F:35])=[CH:29][C:30]([CH:32]3[CH2:34][CH2:33]3)=[CH:31][C:24]=2[O:23][CH2:22][CH2:21]1)(=O)C.[CH3:36][N:37]1[CH:41]=[C:40]([CH:42]=O)[CH:39]=[N:38]1. No catalyst specified. The product is [CH:32]1([C:30]2[CH:29]=[C:28]([F:35])[C:25]3[C:26](=[O:27])[N:20]([C:7]4[CH:8]=[CH:9][CH:10]=[C:11]([C:12]5[CH:17]=[CH:16][N:15]=[C:14]6[N:18]=[C:42]([C:40]7[CH:39]=[N:38][N:37]([CH3:36])[CH:41]=7)[NH:19][C:13]=56)[C:6]=4[CH2:5][OH:4])[CH2:21][CH2:22][O:23][C:24]=3[CH:31]=2)[CH2:33][CH2:34]1. The yield is 0.370. (5) The reactants are Cl.[S:2]1[CH:6]=[N:5][N:4]=[C:3]1[C:7](=[NH:9])[NH2:8].[Cl:10][C:11]1[CH:18]=[C:17]([F:19])[CH:16]=[CH:15][C:12]=1[CH:13]=O.O=[C:21]([CH3:28])[CH2:22][C:23]([O:25][CH2:26][CH3:27])=[O:24]. No catalyst specified. The product is [Cl:10][C:11]1[CH:18]=[C:17]([F:19])[CH:16]=[CH:15][C:12]=1[CH:13]1[C:22]([C:23]([O:25][CH2:26][CH3:27])=[O:24])=[C:21]([CH3:28])[NH:8][C:7]([C:3]2[S:2][CH:6]=[N:5][N:4]=2)=[N:9]1. The yield is 0.550. (6) The reactants are [CH3:1][C:2](=[CH2:16])[CH2:3][CH2:4][O:5][C:6]1[CH:7]=[C:8]([NH:12][C:13](=[O:15])[CH3:14])[CH:9]=[CH:10][CH:11]=1.[Al+3].[Cl-].[Cl-].[Cl-].O. The catalyst is FC1C=CC=CC=1. The product is [CH3:16][C:2]1([CH3:1])[C:11]2[C:6](=[CH:7][C:8]([NH:12][C:13](=[O:15])[CH3:14])=[CH:9][CH:10]=2)[O:5][CH2:4][CH2:3]1. The yield is 0.540. (7) The reactants are [C:1]([C:4]1[CH:27]=[CH:26][C:7]([O:8][CH2:9][C:10]2[CH:15]=[CH:14][C:13]([CH:16](O)[C:17]3[CH:18]=[C:19]([CH:22]=[CH:23][CH:24]=3)[C:20]#[N:21])=[CH:12][CH:11]=2)=[C:6]([C:28]([F:31])([F:30])[F:29])[C:5]=1[OH:32])(=[O:3])[CH3:2].[SiH](CC)(CC)CC. The catalyst is C(Cl)Cl. The product is [C:1]([C:4]1[CH:27]=[CH:26][C:7]([O:8][CH2:9][C:10]2[CH:15]=[CH:14][C:13]([CH2:16][C:17]3[CH:18]=[C:19]([CH:22]=[CH:23][CH:24]=3)[C:20]#[N:21])=[CH:12][CH:11]=2)=[C:6]([C:28]([F:30])([F:31])[F:29])[C:5]=1[OH:32])(=[O:3])[CH3:2]. The yield is 0.530.